Dataset: Forward reaction prediction with 1.9M reactions from USPTO patents (1976-2016). Task: Predict the product of the given reaction. (1) Given the reactants [C:1]([O:5][C:6](=[O:20])[N:7]([CH3:19])[C@H:8]1[C@H:12]([C:13]2[CH:18]=[CH:17][CH:16]=[CH:15][CH:14]=2)[CH2:11][NH:10][CH2:9]1)([CH3:4])([CH3:3])[CH3:2].C(N(C(C)C)C(C)C)C.[CH3:30][S:31]([N:34]1[CH2:39][CH2:38][N:37]([C:40](Cl)=[O:41])[CH2:36][CH2:35]1)(=[O:33])=[O:32], predict the reaction product. The product is: [C:1]([O:5][C:6](=[O:20])[N:7]([C@H:8]1[C@H:12]([C:13]2[CH:14]=[CH:15][CH:16]=[CH:17][CH:18]=2)[CH2:11][N:10]([C:40]([N:37]2[CH2:36][CH2:35][N:34]([S:31]([CH3:30])(=[O:33])=[O:32])[CH2:39][CH2:38]2)=[O:41])[CH2:9]1)[CH3:19])([CH3:4])([CH3:3])[CH3:2]. (2) The product is: [C:14]([C:8]1[C:7]2[C:11](=[CH:12][CH:13]=[C:5]([C:3]([OH:4])=[O:2])[CH:6]=2)[NH:10][CH:9]=1)(=[O:16])[CH3:15]. Given the reactants C[O:2][C:3]([C:5]1[CH:6]=[C:7]2[C:11](=[CH:12][CH:13]=1)[NH:10][CH:9]=[C:8]2[C:14](=[O:16])[CH3:15])=[O:4].C(O)CO.[OH-].[K+], predict the reaction product. (3) Given the reactants [NH2:1][CH2:2][C:3]1[C:4]([F:21])=[C:5]([O:10][C:11]2[C:12]([Cl:20])=[C:13]([CH:16]=[C:17]([Cl:19])[CH:18]=2)[C:14]#[N:15])[C:6]([Cl:9])=[CH:7][CH:8]=1.[Cl:22][C:23]1[N:24]=[CH:25][N:26](COCC[Si](C)(C)C)[C:27]=1[C:28](O)=[O:29].CCN(C(C)C)C(C)C.CN(C(ON1N=NC2C=CC=NC1=2)=[N+](C)C)C.F[P-](F)(F)(F)(F)F, predict the reaction product. The product is: [Cl:22][C:23]1[N:24]=[CH:25][NH:26][C:27]=1[C:28]([NH:1][CH2:2][C:3]1[CH:8]=[CH:7][C:6]([Cl:9])=[C:5]([O:10][C:11]2[CH:18]=[C:17]([Cl:19])[CH:16]=[C:13]([C:14]#[N:15])[C:12]=2[Cl:20])[C:4]=1[F:21])=[O:29].